Task: Binary Classification. Given a drug SMILES string, predict its activity (active/inactive) in a high-throughput screening assay against a specified biological target.. Dataset: HIV replication inhibition screening data with 41,000+ compounds from the AIDS Antiviral Screen (1) The molecule is C(=Cc1c2oc(-c3ccccc3)cc(-c3ccccc3)c-2c2ccccc12)C=C1c2ccccc2-c2c(-c3ccccc3)cc(-c3ccccc3)[o+]c21.[O-][Cl+3]([O-])([O-])O. The result is 0 (inactive). (2) The drug is Cc1cc(C)c2c(c1N)C(=O)CCO2. The result is 0 (inactive). (3) The drug is COC1(c2ccccc2C)OC(=O)c2c(C)cccc21. The result is 1 (active). (4) The molecule is CCOC(=O)c1c(-c2ccccc2)csc1N. The result is 1 (active). (5) The drug is COc1cc2oc3cc(OC)c(OC)c(CC=C(C)C)c3c(=O)c2c(O)c1CC=C(C)C. The result is 0 (inactive). (6) The molecule is O=c1n(-c2ccccc2)c(=O)n2n1C1C=CC2C2C(C1)C2(Cl)Cl. The result is 0 (inactive). (7) The result is 0 (inactive). The compound is Cl.O=C1CCCC1CC(CN1CCOCC1)Sc1nnnn1-c1ccccc1.